The task is: Binary Classification. Given a miRNA mature sequence and a target amino acid sequence, predict their likelihood of interaction.. This data is from Experimentally validated miRNA-target interactions with 360,000+ pairs, plus equal number of negative samples. The miRNA is hsa-miR-26b-5p with sequence UUCAAGUAAUUCAGGAUAGGU. The protein sequence of the target gene is MAAAAPDSRVSEEENLKKTPKKKMKMVTGAVASVLEDEATDTSDSEGSCGSEKDHFYSDDDAIEADSEGDAEPCDKENENDGESSVGTNMGWADAMAKVLNKKTPESKPTILVKNKKLEKEKEKLKQERLEKIKQRDKRLEWEMMCRVKPDVVQDKETERNLQRIATRGVVQLFNAVQKHQKNVDEKVKEAGSSMRKRAKLISTVSKKDFISVLRGMDGSTNETASSRKKPKAKQTEVKSEEGPGWTILRDDFMMGASMKDWDKESDGPDDSRPESASDSDT. Result: 1 (interaction).